Dataset: Full USPTO retrosynthesis dataset with 1.9M reactions from patents (1976-2016). Task: Predict the reactants needed to synthesize the given product. (1) Given the product [F:21][C:22]1[CH:27]=[CH:26][C:25]([NH:28][C:29]([N:3]2[C@@H:2]([CH3:1])[CH2:11][C:10]3[C:5](=[CH:6][CH:7]=[CH:8][CH:9]=3)[C@H:4]2[C:12]2[CH:20]=[CH:19][C:15]([C:16]([OH:18])=[O:17])=[CH:14][CH:13]=2)=[O:30])=[CH:24][CH:23]=1, predict the reactants needed to synthesize it. The reactants are: [CH3:1][C@H:2]1[CH2:11][C:10]2[C:5](=[CH:6][CH:7]=[CH:8][CH:9]=2)[C@@H:4]([C:12]2[CH:20]=[CH:19][C:15]([C:16]([OH:18])=[O:17])=[CH:14][CH:13]=2)[NH:3]1.[F:21][C:22]1[CH:27]=[CH:26][C:25]([N:28]=[C:29]=[O:30])=[CH:24][CH:23]=1. (2) Given the product [Br:44][C:40]1[CH:39]=[C:38]2[C:43](=[CH:42][CH:41]=1)[C:34]([CH2:33][N:20]1[C:19](=[O:47])[C@@H:18]([NH:17][C:57](=[O:58])[C@@H:56]([N:55]([C:53]([O:52][C:48]([CH3:51])([CH3:50])[CH3:49])=[O:54])[CH3:61])[CH3:60])[CH2:24][O:23][C:22]3[C:11]([C:12]([O:14][CH3:1])=[O:13])=[CH:26][CH:27]=[CH:28][C:21]1=3)=[C:35]([O:45][CH3:46])[CH:36]=[CH:37]2, predict the reactants needed to synthesize it. The reactants are: [CH3:1]CN(C(C)C)C(C)C.F[C:11](F)(F)[C:12]([OH:14])=[O:13].[NH2:17][C@H:18]1[CH2:24][O:23][C:22]2C(C(OC)=O)=[CH:26][CH:27]=[CH:28][C:21]=2[N:20]([CH2:33][C:34]2[C:43]3[C:38](=[CH:39][C:40]([Br:44])=[CH:41][CH:42]=3)[CH:37]=[CH:36][C:35]=2[O:45][CH3:46])[C:19]1=[O:47].[C:48]([O:52][C:53]([N:55]([CH3:61])[C@@H:56]([CH3:60])[C:57](O)=[O:58])=[O:54])([CH3:51])([CH3:50])[CH3:49].CN(C(ON1N=NC2C=CC=CC1=2)=[N+](C)C)C.F[P-](F)(F)(F)(F)F.C1C=CC2N(O)N=NC=2C=1.O. (3) The reactants are: CC1(C)CCCC(C)(C)N1.CCCCCC.C([Li])CCC.[F:22][C:23]([F:34])([F:33])[C:24]1[N:32]=[CH:31][CH:30]=[CH:29][C:25]=1[C:26]([OH:28])=[O:27].[Cl:35]C(Cl)(Cl)C(Cl)(Cl)Cl. Given the product [Cl:35][C:29]1[C:25]([C:26]([OH:28])=[O:27])=[C:24]([C:23]([F:33])([F:22])[F:34])[N:32]=[CH:31][CH:30]=1, predict the reactants needed to synthesize it. (4) Given the product [CH2:20]([C:21]1[O:11][C:10]([C:8]2[CH:7]=[CH:6][C:5]3[NH:1][CH:2]=[N:3][C:4]=3[CH:9]=2)=[N:12][N:13]=1)[C:14]1[CH:19]=[CH:18][CH:17]=[CH:16][CH:15]=1, predict the reactants needed to synthesize it. The reactants are: [N:1]1[C:5]2[CH:6]=[CH:7][C:8]([C:10]([NH:12][NH2:13])=[O:11])=[CH:9][C:4]=2[NH:3][CH:2]=1.[C:14]1([CH2:20][C:21](Cl)=O)[CH:19]=[CH:18][CH:17]=[CH:16][CH:15]=1.O=P(Cl)(Cl)Cl. (5) Given the product [Cl:35][C:4]1[CH:3]=[C:2]([C:40]2[S:41][C:37]([CH3:36])=[CH:38][N:39]=2)[CH:7]=[CH:6][C:5]=1[C:8]1[C:31](=[O:32])[N:30]([CH2:33][CH3:34])[C:11]2[N:12]=[C:13]([NH:16][C:17]3[CH:22]=[CH:21][C:20]([N:23]4[CH2:28][CH2:27][N:26]([CH3:29])[CH2:25][CH2:24]4)=[CH:19][CH:18]=3)[N:14]=[CH:15][C:10]=2[CH:9]=1, predict the reactants needed to synthesize it. The reactants are: Br[C:2]1[CH:7]=[CH:6][C:5]([C:8]2[C:31](=[O:32])[N:30]([CH2:33][CH3:34])[C:11]3[N:12]=[C:13]([NH:16][C:17]4[CH:22]=[CH:21][C:20]([N:23]5[CH2:28][CH2:27][N:26]([CH3:29])[CH2:25][CH2:24]5)=[CH:19][CH:18]=4)[N:14]=[CH:15][C:10]=3[CH:9]=2)=[C:4]([Cl:35])[CH:3]=1.[CH3:36][C:37]1[S:41][C:40]([Sn](CCCC)(CCCC)CCCC)=[N:39][CH:38]=1. (6) The reactants are: [CH3:1][O:2][CH2:3][CH2:4][O:5][CH2:6][CH2:7][OH:8].Br[CH2:10][C:11]#[CH:12].O. Given the product [CH3:1][O:2][CH2:3][CH2:4][O:5][CH2:6][CH2:7][O:8][CH2:12][C:11]#[CH:10], predict the reactants needed to synthesize it. (7) The reactants are: [O:1]=[C:2]1[C:11]2[C:6](=[CH:7][CH:8]=[CH:9][CH:10]=2)[CH:5]=[CH:4][N:3]1[CH2:12][C:13]([O:15]C(C)(C)C)=[O:14].FC(F)(F)C(O)=O. Given the product [O:1]=[C:2]1[C:11]2[C:6](=[CH:7][CH:8]=[CH:9][CH:10]=2)[CH:5]=[CH:4][N:3]1[CH2:12][C:13]([OH:15])=[O:14], predict the reactants needed to synthesize it.